From a dataset of Forward reaction prediction with 1.9M reactions from USPTO patents (1976-2016). Predict the product of the given reaction. Given the reactants [Cl:1][C:2]1[N:3]=[N:4][C:5]([C:9]2[CH:14]=[CH:13][CH:12]=[CH:11][CH:10]=2)=[CH:6][C:7]=1Cl.C(O)(=[O:17])C, predict the reaction product. The product is: [Cl:1][C:2]1[N:3]=[N:4][C:5]([C:9]2[CH:14]=[CH:13][CH:12]=[CH:11][CH:10]=2)=[CH:6][C:7]=1[OH:17].